Dataset: Catalyst prediction with 721,799 reactions and 888 catalyst types from USPTO. Task: Predict which catalyst facilitates the given reaction. Reactant: [C:1]([O:5][C:6]([N:8]1[CH2:13][CH2:12][CH2:11][CH2:10][CH:9]1[CH2:14][C:15]([OH:17])=O)=[O:7])([CH3:4])([CH3:3])[CH3:2].N1(O)C2C=CC=CC=2N=N1.CCN=C=NCCCN(C)C.Cl.CN1CCOCC1.[CH3:47][S:48][C:49]1[C:57]2[C:52](=[CH:53][C:54]([NH2:58])=[CH:55][CH:56]=2)[N:51]([C:59]2[CH:64]=[CH:63][CH:62]=[CH:61][CH:60]=2)[N:50]=1. Product: [CH3:47][S:48][C:49]1[C:57]2[C:52](=[CH:53][C:54]([NH:58][C:15](=[O:17])[CH2:14][CH:9]3[CH2:10][CH2:11][CH2:12][CH2:13][N:8]3[C:6]([O:5][C:1]([CH3:2])([CH3:3])[CH3:4])=[O:7])=[CH:55][CH:56]=2)[N:51]([C:59]2[CH:60]=[CH:61][CH:62]=[CH:63][CH:64]=2)[N:50]=1. The catalyst class is: 4.